This data is from Full USPTO retrosynthesis dataset with 1.9M reactions from patents (1976-2016). The task is: Predict the reactants needed to synthesize the given product. (1) The reactants are: [CH2:1]([N:8]1[C:16]2[C:11](=[N:12][C:13](Cl)=[CH:14][CH:15]=2)[CH:10]=[C:9]1[C:18]1[N:19]=[CH:20][S:21][CH:22]=1)[C:2]1[CH:7]=[CH:6][CH:5]=[CH:4][CH:3]=1.[NH:23]([C:32](OC(C)(C)C)=O)[NH:24]C(OC(C)(C)C)=O.[C:39]([O-])([O-])=O.[Cs+].[Cs+]. Given the product [CH2:1]([N:8]1[C:16]2[CH:15]=[CH:14][C:13]3[N:12]([C:32]([CH3:39])=[N:23][N:24]=3)[C:11]=2[CH:10]=[C:9]1[C:18]1[N:19]=[CH:20][S:21][CH:22]=1)[C:2]1[CH:7]=[CH:6][CH:5]=[CH:4][CH:3]=1, predict the reactants needed to synthesize it. (2) Given the product [CH:18]1([N:9]2[C:10]3[CH:15]=[CH:14][N:13]=[C:12]([O:16][CH3:17])[C:11]=3[C:7]([C:33]3[CH:34]=[C:35]([S:39]([NH2:42])(=[O:41])=[O:40])[CH:36]=[CH:37][CH:38]=3)=[N:8]2)[CH2:19][CH2:20][CH2:21][CH2:22]1, predict the reactants needed to synthesize it. The reactants are: FC(F)(F)S(O[C:7]1[C:11]2[C:12]([O:16][CH3:17])=[N:13][CH:14]=[CH:15][C:10]=2[N:9]([CH:18]2[CH2:22][CH2:21][CH2:20][CH2:19]2)[N:8]=1)(=O)=O.CC1(C)C(C)(C)OB([C:33]2[CH:34]=[C:35]([S:39]([NH2:42])(=[O:41])=[O:40])[CH:36]=[CH:37][CH:38]=2)O1.C(=O)([O-])[O-].[Na+].[Na+].O. (3) Given the product [C:1]([O:5][C:6]([N:8]1[CH2:15][CH2:14][C:11]2([CH2:12][CH2:13]2)[CH2:10][C@@H:9]1[C:16]([OH:18])=[O:17])=[O:7])([CH3:4])([CH3:2])[CH3:3], predict the reactants needed to synthesize it. The reactants are: [C:1]([O:5][C:6]([N:8]1[CH2:15][CH2:14][C:11]2([CH2:13][CH2:12]2)[CH2:10][C@@H:9]1[C:16]([O:18]C)=[O:17])=[O:7])([CH3:4])([CH3:3])[CH3:2].[OH-].[Na+].Cl. (4) Given the product [CH:28]1([CH2:27][N:18]2[CH2:17][CH2:16][C@@:15]34[C:36]5[C:10]6[CH2:26][C@@H:19]2[C@:20]3([OH:25])[CH2:21][CH2:22][C:23](=[O:24])[C@@H:14]4[O:13][C:37]=5[C:38]([C:39]([NH:35][CH2:97][C:96]2[CH:99]=[CH:100][C:101]([O:103][CH3:104])=[CH:102][C:95]=2[O:94][CH3:93])=[O:40])=[CH:8][CH:9]=6)[CH2:29][CH2:30][CH2:31]1, predict the reactants needed to synthesize it. The reactants are: FC(F)(F)S(OC1C2[O:13][C@H:14]3[C:23](=[O:24])[CH2:22][CH2:21][C@:20]4([OH:25])[C@@:15]53[CH2:16][CH2:17][N:18]([CH2:27][CH:28]3[CH2:31][CH2:30][CH2:29]3)[C@@H:19]4[CH2:26][C:10](C=25)=[CH:9][CH:8]=1)(=O)=O.O[N:35]1[C:39](=[O:40])[CH2:38][CH2:37][C:36]1=O.C(N(CC)CC)C.C1(P(C2C=CC=CC=2)C2C3OC4C(=CC=CC=4P(C4C=CC=CC=4)C4C=CC=CC=4)C(C)(C)C=3C=CC=2)C=CC=CC=1.[C]=O.[CH3:93][O:94][C:95]1[CH:102]=[C:101]([O:103][CH3:104])[CH:100]=[CH:99][C:96]=1[CH2:97]N. (5) Given the product [Cl:34][C:29]1[CH:28]=[C:27]([C:25]2[CH:24]=[C:23]([C:35]([F:38])([F:36])[F:37])[N:22]=[C:21]([C:17]3[CH:16]=[C:15]([C:11]4[CH:12]=[CH:13][CH:14]=[C:9]([S:6]([NH2:5])(=[O:7])=[O:8])[CH:10]=4)[CH:20]=[CH:19][CH:18]=3)[N:26]=2)[CH:32]=[CH:31][C:30]=1[Cl:33], predict the reactants needed to synthesize it. The reactants are: C([NH:5][S:6]([C:9]1[CH:10]=[C:11]([C:15]2[CH:20]=[CH:19][CH:18]=[C:17]([C:21]3[N:26]=[C:25]([C:27]4[CH:32]=[CH:31][C:30]([Cl:33])=[C:29]([Cl:34])[CH:28]=4)[CH:24]=[C:23]([C:35]([F:38])([F:37])[F:36])[N:22]=3)[CH:16]=2)[CH:12]=[CH:13][CH:14]=1)(=[O:8])=[O:7])(C)(C)C.C(O)(C(F)(F)F)=O. (6) Given the product [CH3:1][O:2][C:3]1[CH:4]=[C:5]2[C:10](=[CH:11][C:12]=1[O:13][CH3:14])[N:9]=[CH:8][CH:7]=[C:6]2[O:15][C:16]1[CH:22]=[CH:21][C:19]([NH:20][C:29](=[O:35])[O:28][CH:26]2[CH2:41][CH2:40][CH2:39][N:38]([CH3:43])[CH2:37]2)=[C:18]([CH3:23])[C:17]=1[CH3:24], predict the reactants needed to synthesize it. The reactants are: [CH3:1][O:2][C:3]1[CH:4]=[C:5]2[C:10](=[CH:11][C:12]=1[O:13][CH3:14])[N:9]=[CH:8][CH:7]=[C:6]2[O:15][C:16]1[CH:22]=[CH:21][C:19]([NH2:20])=[C:18]([CH3:23])[C:17]=1[CH3:24].Cl[C:26](Cl)([O:28][C:29](=[O:35])OC(Cl)(Cl)Cl)Cl.[CH3:37][N:38]1[CH2:43]C[CH2:41][CH:40](O)[CH2:39]1.C(=O)(O)[O-].[Na+]. (7) Given the product [F:11][C:12]1[N:17]=[CH:16][C:15]([C:2]2[CH:3]=[N:4][C:5]([C:8]([OH:10])=[O:9])=[N:6][CH:7]=2)=[CH:14][CH:13]=1, predict the reactants needed to synthesize it. The reactants are: Br[C:2]1[CH:3]=[N:4][C:5]([C:8]([OH:10])=[O:9])=[N:6][CH:7]=1.[F:11][C:12]1[N:17]=[CH:16][C:15](B(O)O)=[CH:14][CH:13]=1. (8) The reactants are: [C:1]1([C@@H:7]2[N:21]3[C:22]4[C:14]([C:15]5[C:20]3=[CH:19][CH:18]=[CH:17][C:16]=5[OH:23])=[CH:13][CH:12]=[CH:11][C:10]=4[O:9][CH2:8]2)[CH:6]=[CH:5][CH:4]=[CH:3][CH:2]=1.Br[CH2:25][C:26]#[N:27].C(=O)([O-])[O-].[K+].[K+]. Given the product [C:1]1([C@@H:7]2[N:21]3[C:22]4[C:14]([C:15]5[C:16]([O:23][CH2:25][C:26]#[N:27])=[CH:17][CH:18]=[CH:19][C:20]=53)=[CH:13][CH:12]=[CH:11][C:10]=4[O:9][CH2:8]2)[CH:2]=[CH:3][CH:4]=[CH:5][CH:6]=1, predict the reactants needed to synthesize it.